From a dataset of Forward reaction prediction with 1.9M reactions from USPTO patents (1976-2016). Predict the product of the given reaction. Given the reactants [CH3:1][O:2][C:3]1[CH:35]=[CH:34][C:6]([C:7]([O:9][C:10]2[C:15]([NH:16]C(=O)C3C=CC(OC)=C(C(F)(F)F)C=3)=[CH:14][C:13]([O:31][CH3:32])=[CH:12][C:11]=2[Br:33])=O)=[CH:5][C:4]=1[C:36]([F:39])([F:38])[F:37].O.C1(C)C(S(O)(=O)=O)=CC=CC=1, predict the reaction product. The product is: [Br:33][C:11]1[C:10]2[O:9][C:7]([C:6]3[CH:34]=[CH:35][C:3]([O:2][CH3:1])=[C:4]([C:36]([F:37])([F:39])[F:38])[CH:5]=3)=[N:16][C:15]=2[CH:14]=[C:13]([O:31][CH3:32])[CH:12]=1.